Predict the reaction yield, written as a fraction of the theoretical maximum amount of product (1.0 means a 100% yield; for example, 0.34 means a 34% yield). From a dataset of Reaction yield outcomes from USPTO patents with 853,638 reactions. The reactants are Cl.[F:2][C:3]1([F:47])[CH:9]([NH:10]C(=O)C(F)(F)F)[CH2:8][CH2:7][N:6]([C:17]2[N:21]([CH3:22])[N:20]=[CH:19][C:18]=2[NH:23][C:24]([C:26]2[N:27]=[C:28]([C:39]3[C:44]([F:45])=[CH:43][CH:42]=[CH:41][C:40]=3[F:46])[S:29][C:30]=2[NH:31]C(=O)OC(C)(C)C)=[O:25])[CH2:5][CH2:4]1.C([O-])([O-])=O.[K+].[K+]. The catalyst is O1CCOCC1.CO. The product is [NH2:31][C:30]1[S:29][C:28]([C:39]2[C:40]([F:46])=[CH:41][CH:42]=[CH:43][C:44]=2[F:45])=[N:27][C:26]=1[C:24]([NH:23][C:18]1[CH:19]=[N:20][N:21]([CH3:22])[C:17]=1[N:6]1[CH2:7][CH2:8][CH:9]([NH2:10])[C:3]([F:2])([F:47])[CH2:4][CH2:5]1)=[O:25]. The yield is 0.250.